Dataset: Forward reaction prediction with 1.9M reactions from USPTO patents (1976-2016). Task: Predict the product of the given reaction. (1) Given the reactants [CH2:1]([O:7][C:8]1[CH:13]=[CH:12][C:11]([CH:14]=[CH:15][C:16]2[CH:38]=[CH:37][C:19]([CH2:20][O:21][CH2:22][CH:23]([C:31]3[CH:36]=[CH:35][CH:34]=[CH:33][CH:32]=3)[O:24][C@@H]3CCCCO3)=[CH:18][CH:17]=2)=[CH:10][CH:9]=1)[CH2:2][CH2:3][CH2:4][CH2:5][CH3:6].Cl, predict the reaction product. The product is: [C:31]1([C@@H:23]([OH:24])[CH2:22][O:21][CH2:20][C:19]2[CH:37]=[CH:38][C:16](/[CH:15]=[CH:14]/[C:11]3[CH:10]=[CH:9][C:8]([O:7][CH2:1][CH2:2][CH2:3][CH2:4][CH2:5][CH3:6])=[CH:13][CH:12]=3)=[CH:17][CH:18]=2)[CH:36]=[CH:35][CH:34]=[CH:33][CH:32]=1. (2) Given the reactants [O:1]1[C:10]2[CH:9]=[C:8]([CH2:11][N:12]([CH:20]3[CH2:25][CH2:24][N:23]([CH2:26][CH:27](O)[CH2:28][CH2:29][N:30]4[C:35](=[O:36])[CH:34]=[N:33][C:32]5[CH:37]=[CH:38][C:39]([O:41]C)=[N:40][C:31]4=5)[CH2:22][CH2:21]3)[C:13](=[O:19])[O:14][C:15]([CH3:18])([CH3:17])[CH3:16])[N:7]=[CH:6][C:5]=2[O:4][CH2:3][CH2:2]1.CS(OS(C)(=O)=O)(=O)=O.C(N(C(C)C)CC)(C)C, predict the reaction product. The product is: [O:1]1[C:10]2[CH:9]=[C:8]([CH2:11][N:12]([CH:20]3[CH2:21][CH2:22][N:23]([CH2:26][CH:27]4[N:40]5[C:31]6[N:30]([C:35](=[O:36])[CH:34]=[N:33][C:32]=6[CH:37]=[CH:38][C:39]5=[O:41])[CH2:29][CH2:28]4)[CH2:24][CH2:25]3)[C:13](=[O:19])[O:14][C:15]([CH3:18])([CH3:17])[CH3:16])[N:7]=[CH:6][C:5]=2[O:4][CH2:3][CH2:2]1.